Task: Predict the reactants needed to synthesize the given product.. Dataset: Full USPTO retrosynthesis dataset with 1.9M reactions from patents (1976-2016) (1) Given the product [Br:1][C:2]1[C:10]([O:11][CH2:12][CH:13]2[CH2:14][CH2:15][CH2:16]2)=[C:9]([Br:17])[CH:8]=[CH:7][C:3]=1[C:4]([O:6][C:18]1[CH2:23][CH2:22][CH2:21][C:20](=[O:24])[CH:19]=1)=[O:5], predict the reactants needed to synthesize it. The reactants are: [Br:1][C:2]1[C:10]([O:11][CH2:12][CH:13]2[CH2:16][CH2:15][CH2:14]2)=[C:9]([Br:17])[CH:8]=[CH:7][C:3]=1[C:4]([OH:6])=[O:5].[C:18]1(=O)[CH2:23][CH2:22][CH2:21][C:20](=[O:24])[CH2:19]1.Cl.CN(C)CCCN=C=NCC.CN(C1C=CC=CN=1)C. (2) Given the product [OH:2][CH2:3][C:4]1[CH:9]=[CH:8][C:7]([O:10][CH3:11])=[N:6][CH:5]=1, predict the reactants needed to synthesize it. The reactants are: C[O:2][C:3](=O)[C:4]1[CH:9]=[CH:8][C:7]([O:10][CH3:11])=[N:6][CH:5]=1.[H-].[Al+3].[Li+].[H-].[H-].[H-].[OH-].[Na+].